From a dataset of Forward reaction prediction with 1.9M reactions from USPTO patents (1976-2016). Predict the product of the given reaction. (1) The product is: [C:6]1([CH2:7][CH2:8][CH2:9][O:10][CH2:12][CH2:13][CH2:14][CH2:15][CH2:16][CH2:17][CH2:18][CH2:19][O:20][CH:21]2[CH2:26][CH2:25][CH2:24][CH2:23][O:22]2)[CH:5]=[CH:4][CH:3]=[CH:2][CH:28]=1. Given the reactants Br[CH2:2][CH2:3][CH2:4][CH2:5][CH2:6][CH2:7][CH2:8][CH2:9][OH:10].Br[CH2:12][CH2:13][CH2:14][CH2:15][CH2:16][CH2:17][CH2:18][CH2:19][O:20][CH:21]1[CH2:26][CH2:25][CH2:24][CH2:23][O:22]1.O(CCCO)[C:28]1C=CC=CC=1, predict the reaction product. (2) Given the reactants [Br:1][C:2]1[CH:3]=[CH:4][C:5]([F:17])=[C:6]([C:8]2([CH:14]3[CH2:16][CH2:15]3)[CH2:12][O:11]C(=O)[NH:9]2)[CH:7]=1.O.[OH-].[Li+], predict the reaction product. The product is: [NH2:9][C:8]([C:6]1[CH:7]=[C:2]([Br:1])[CH:3]=[CH:4][C:5]=1[F:17])([CH:14]1[CH2:16][CH2:15]1)[CH2:12][OH:11]. (3) Given the reactants [CH3:1][C:2]1([CH3:14])[C:6]([CH3:8])([CH3:7])[O:5][B:4]([C:9]2[CH:10]=[N:11][NH:12][CH:13]=2)[O:3]1.Br[CH2:16][CH2:17][CH2:18][O:19][CH2:20][C:21]1[CH:26]=[CH:25][CH:24]=[CH:23][CH:22]=1.C([O-])([O-])=O.[Cs+].[Cs+].O, predict the reaction product. The product is: [CH2:20]([O:19][CH2:18][CH2:17][CH2:16][N:12]1[CH:13]=[C:9]([B:4]2[O:5][C:6]([CH3:7])([CH3:8])[C:2]([CH3:14])([CH3:1])[O:3]2)[CH:10]=[N:11]1)[C:21]1[CH:26]=[CH:25][CH:24]=[CH:23][CH:22]=1. (4) Given the reactants C(OC([N:8]([C:13]1[CH:14]=[C:15]([C:20]2[CH:21]=[C:22]3[C:28]([C:29]4[C:30]([CH3:44])=[N:31][N:32]([CH2:35][C:36]5[CH:41]=[C:40]([F:42])[CH:39]=[C:38]([F:43])[CH:37]=5)[C:33]=4[CH3:34])=[CH:27][N:26](C(OC(C)(C)C)=O)[C:23]3=[N:24][CH:25]=2)[CH:16]=[CH:17][C:18]=1[F:19])[S:9]([CH3:12])(=[O:11])=[O:10])=O)(C)(C)C, predict the reaction product. The product is: [F:42][C:40]1[CH:41]=[C:36]([CH:37]=[C:38]([F:43])[CH:39]=1)[CH2:35][N:32]1[C:33]([CH3:34])=[C:29]([C:28]2[C:22]3[C:23](=[N:24][CH:25]=[C:20]([C:15]4[CH:16]=[CH:17][C:18]([F:19])=[C:13]([NH:8][S:9]([CH3:12])(=[O:10])=[O:11])[CH:14]=4)[CH:21]=3)[NH:26][CH:27]=2)[C:30]([CH3:44])=[N:31]1. (5) Given the reactants [CH3:6][CH:5]([OH:4])[CH2:7][O:4][CH:5]([CH2:7][O:4][CH:5]([CH2:7]O)[CH3:6])[CH3:6].[Al:14], predict the reaction product. The product is: [CH3:6][CH:5]([CH3:7])[O-:4].[Al+3:14].[CH3:6][CH:5]([CH3:7])[O-:4].[CH3:6][CH:5]([CH3:7])[O-:4]. (6) Given the reactants [OH-].[Na+].[Cl:3][C:4]1[CH:5]=[C:6]([NH:11][C:12]2[O:16][C:15]([C:17]([NH:19][C:20]3[CH:21]=[CH:22][C:23]([O:26][C:27]4[CH:36]=[CH:35][C:30]([C:31]([O:33]C)=[O:32])=[CH:29][CH:28]=4)=[N:24][CH:25]=3)=[O:18])=[N:14][N:13]=2)[CH:7]=[CH:8][C:9]=1[F:10].Cl, predict the reaction product. The product is: [Cl:3][C:4]1[CH:5]=[C:6]([NH:11][C:12]2[O:16][C:15]([C:17]([NH:19][C:20]3[CH:21]=[CH:22][C:23]([O:26][C:27]4[CH:36]=[CH:35][C:30]([C:31]([OH:33])=[O:32])=[CH:29][CH:28]=4)=[N:24][CH:25]=3)=[O:18])=[N:14][N:13]=2)[CH:7]=[CH:8][C:9]=1[F:10]. (7) Given the reactants ClC(Cl)(O[C:5](=[O:11])OC(Cl)(Cl)Cl)Cl.[NH2:13][C:14]1[CH:23]=[CH:22][C:21]([C:24]([C:26]2[N:34]3[C:29]([CH:30]=[CH:31][CH:32]=[CH:33]3)=[C:28]([O:35][CH3:36])[C:27]=2[CH3:37])=[O:25])=[CH:20][C:15]=1[C:16]([O:18][CH3:19])=[O:17].[CH2:38]([O:41][NH2:42])[CH:39]=[CH2:40].C(N(CC)CC)C, predict the reaction product. The product is: [CH3:36][O:35][C:28]1[C:27]([CH3:37])=[C:26]([C:24]([C:21]2[CH:22]=[CH:23][C:14]([NH:13][C:5](=[O:11])[NH:42][O:41][CH2:38][CH:39]=[CH2:40])=[C:15]([CH:20]=2)[C:16]([O:18][CH3:19])=[O:17])=[O:25])[N:34]2[C:29]=1[CH:30]=[CH:31][CH:32]=[CH:33]2. (8) Given the reactants C[Al](C)C.Cl.[CH2:6]([NH2:8])[CH3:7].[C:9]1([C:15]2[CH:16]=[C:17]([CH:22]=[CH:23][CH:24]=2)[C:18](OC)=[O:19])[CH:14]=[CH:13][CH:12]=[CH:11][CH:10]=1.Cl, predict the reaction product. The product is: [CH2:6]([NH:8][C:18](=[O:19])[C:17]1[CH:22]=[CH:23][CH:24]=[C:15]([C:9]2[CH:10]=[CH:11][CH:12]=[CH:13][CH:14]=2)[CH:16]=1)[CH3:7]. (9) Given the reactants [H-].[Na+].[Cl:3][C:4]1[NH:5][C:6]2[CH:12]=[CH:11][CH:10]=[CH:9][C:7]=2[N:8]=1.[CH3:13][Si:14]([CH3:21])([CH3:20])[CH2:15][CH2:16][O:17][CH2:18]Cl, predict the reaction product. The product is: [Cl:3][C:4]1[N:8]([CH2:18][O:17][CH2:16][CH2:15][Si:14]([CH3:21])([CH3:20])[CH3:13])[C:7]2[CH:9]=[CH:10][CH:11]=[CH:12][C:6]=2[N:5]=1. (10) Given the reactants [OH:1][C@H:2]1[CH2:7][CH2:6][C@H:5]([N:8]2[C:13](=[O:14])[C:12]([CH2:15][C:16]3[S:20][C:19]([C:21]4[CH:28]=[CH:27][CH:26]=[CH:25][C:22]=4[C:23]#[N:24])=[CH:18][CH:17]=3)=[C:11]([CH2:29][CH2:30][CH3:31])[N:10]3[N:32]=[CH:33][N:34]=[C:9]23)[CH2:4][CH2:3]1.[N+](=[CH:37][C:38]([O:40][CH2:41][CH3:42])=[O:39])=[N-], predict the reaction product. The product is: [CH2:41]([O:40][C:38](=[O:39])[CH2:37][O:1][C@H:2]1[CH2:7][CH2:6][C@H:5]([N:8]2[C:13](=[O:14])[C:12]([CH2:15][C:16]3[S:20][C:19]([C:21]4[CH:28]=[CH:27][CH:26]=[CH:25][C:22]=4[C:23]#[N:24])=[CH:18][CH:17]=3)=[C:11]([CH2:29][CH2:30][CH3:31])[N:10]3[N:32]=[CH:33][N:34]=[C:9]23)[CH2:4][CH2:3]1)[CH3:42].